This data is from Full USPTO retrosynthesis dataset with 1.9M reactions from patents (1976-2016). The task is: Predict the reactants needed to synthesize the given product. (1) The reactants are: [CH3:1][C:2]1[C:3]2[C:9](=O)[CH2:8][CH:7]([CH2:11][N+:12]([O-:14])=[O:13])[C:4]=2[S:5][CH:6]=1. Given the product [CH3:1][C:2]1[C:3]2[CH2:9][CH2:8][CH:7]([CH2:11][N+:12]([O-:14])=[O:13])[C:4]=2[S:5][CH:6]=1, predict the reactants needed to synthesize it. (2) Given the product [Br:3][C:4]1[C:5]([F:14])=[CH:6][C:7]([F:13])=[C:8]([C:10](=[N:1][NH2:2])[CH3:11])[CH:9]=1, predict the reactants needed to synthesize it. The reactants are: [NH2:1][NH2:2].[Br:3][C:4]1[C:5]([F:14])=[CH:6][C:7]([F:13])=[C:8]([C:10](=O)[CH3:11])[CH:9]=1. (3) Given the product [Br:20][C:18]1[CH:17]=[CH:16][C:15]([S:21][C:22]2[CH:23]=[CH:24][C:25]([NH:28][C:29](=[O:31])[CH3:30])=[CH:26][CH:27]=2)=[C:14]([NH:13][C:2]2[C:3]3[C:8](=[N:7][C:6]([CH3:12])=[CH:5][CH:4]=3)[N:9]=[CH:10][CH:11]=2)[CH:19]=1, predict the reactants needed to synthesize it. The reactants are: Cl[C:2]1[CH:11]=[CH:10][N:9]=[C:8]2[C:3]=1[CH:4]=[CH:5][C:6]([CH3:12])=[N:7]2.[NH2:13][C:14]1[CH:19]=[C:18]([Br:20])[CH:17]=[CH:16][C:15]=1[S:21][C:22]1[CH:27]=[CH:26][C:25]([NH:28][C:29](=[O:31])[CH3:30])=[CH:24][CH:23]=1. (4) Given the product [C:9]([CH2:8][N:7]([CH3:6])[S:1]([Cl:5])(=[O:3])=[O:2])#[N:10], predict the reactants needed to synthesize it. The reactants are: [S:1]([Cl:5])(Cl)(=[O:3])=[O:2].[CH3:6][NH:7][CH2:8][C:9]#[N:10].